Dataset: Reaction yield outcomes from USPTO patents with 853,638 reactions. Task: Predict the reaction yield, written as a fraction of the theoretical maximum amount of product (1.0 means a 100% yield; for example, 0.34 means a 34% yield). (1) The reactants are [CH3:1][N:2]1[C:6]([N:7]2[C:11]3=[N:12][CH:13]=[CH:14][CH:15]=[C:10]3[CH:9]=[CH:8]2)=[C:5](/[CH:16]=[CH:17]/[C:18]([OH:20])=O)[C:4]([CH3:21])=[N:3]1.CC1C=CC=C([N+]([O-])=O)C=1C(OC(=O)C1C([N+]([O-])=O)=CC=CC=1C)=O.[CH2:47]([S:52]([NH2:55])(=[O:54])=[O:53])[CH2:48][CH2:49][CH2:50][CH3:51].C(N(CC)CC)C. The catalyst is CN(C)C1C=CN=CC=1.C(#N)C. The product is [CH3:1][N:2]1[C:6]([N:7]2[C:11]3=[N:12][CH:13]=[CH:14][CH:15]=[C:10]3[CH:9]=[CH:8]2)=[C:5](/[CH:16]=[CH:17]/[C:18]([NH:55][S:52]([CH2:47][CH2:48][CH2:49][CH2:50][CH3:51])(=[O:54])=[O:53])=[O:20])[C:4]([CH3:21])=[N:3]1. The yield is 0.850. (2) The reactants are [CH3:1][N:2]([CH3:23])[CH2:3][CH2:4][NH:5][C:6]([C:8]1([CH3:22])[CH2:17][CH2:16][C:15]2[C:10](=[C:11]([CH3:21])[C:12]([CH3:20])=[C:13]([OH:19])[C:14]=2[CH3:18])[O:9]1)=[O:7].[O:24]=[N+]([O-])[O-].[O-][N+](=O)[O-].[O-][N+](=O)[O-].[O-][N+](=O)[O-].[O-][N+](=O)[O-].[O-][N+](=O)[O-].[Ce+4].[NH4+].[NH4+].C([O-])(O)=O.[Na+]. No catalyst specified. The product is [CH3:1][N:2]([CH3:23])[CH2:3][CH2:4][NH:5][C:6](=[O:7])[C:8]([OH:24])([CH3:22])[CH2:17][CH2:16][C:15]1[C:10](=[O:9])[C:11]([CH3:21])=[C:12]([CH3:20])[C:13](=[O:19])[C:14]=1[CH3:18]. The yield is 0.830. (3) The reactants are [H-].[Na+].[Cl:3][C:4]1[CH:9]=[CH:8][C:7]([S:10]([N:13]2[CH2:18][CH2:17][CH2:16][CH2:15][CH2:14]2)(=[O:12])=[O:11])=[CH:6][C:5]=1[CH2:19][OH:20].Br[CH2:22][C:23]([O:25][C:26]([CH3:29])([CH3:28])[CH3:27])=[O:24]. The catalyst is C1COCC1. The product is [C:26]([O:25][C:23](=[O:24])[CH2:22][O:20][CH2:19][C:5]1[CH:6]=[C:7]([S:10]([N:13]2[CH2:14][CH2:15][CH2:16][CH2:17][CH2:18]2)(=[O:12])=[O:11])[CH:8]=[CH:9][C:4]=1[Cl:3])([CH3:29])([CH3:28])[CH3:27]. The yield is 0.880. (4) The reactants are Br[C:2]1[CH:3]=[C:4]([Cl:21])[CH:5]=[C:6]2[C:10]=1[N:9]([CH2:11][O:12][CH2:13][CH2:14][Si:15]([CH3:18])([CH3:17])[CH3:16])[CH:8]=[C:7]2[C:19]#[N:20].[CH:22]([B-](F)(F)F)=[CH2:23].[K+].C(N(CC)CC)C. The catalyst is CC(O)C.O. The product is [Cl:21][C:4]1[CH:5]=[C:6]2[C:10](=[C:2]([CH:22]=[CH2:23])[CH:3]=1)[N:9]([CH2:11][O:12][CH2:13][CH2:14][Si:15]([CH3:18])([CH3:17])[CH3:16])[CH:8]=[C:7]2[C:19]#[N:20]. The yield is 0.727. (5) The reactants are CS(O[CH2:6][C:7]1[N:11]2[C:12](=[O:27])[CH:13]=[C:14]([CH2:16][N:17]([CH2:25][CH3:26])[C:18]3[CH:23]=[CH:22][C:21]([F:24])=[CH:20][CH:19]=3)[N:15]=[C:10]2[S:9][C:8]=1[CH3:28])(=O)=O.[CH3:29][S:30]([O-:32])=[O:31].[Na+]. The catalyst is C(O)C. The product is [CH2:25]([N:17]([CH2:16][C:14]1[N:15]=[C:10]2[S:9][C:8]([CH3:28])=[C:7]([CH2:6][S:30]([CH3:29])(=[O:32])=[O:31])[N:11]2[C:12](=[O:27])[CH:13]=1)[C:18]1[CH:23]=[CH:22][C:21]([F:24])=[CH:20][CH:19]=1)[CH3:26]. The yield is 0.0200. (6) The yield is 0.350. The catalyst is CN(C)C=O.O1CCCC1.O. The reactants are [CH3:1][C:2]1[NH:6][C:5]2[C:7]([C:17]([O:19]C)=[O:18])=[CH:8][C:9]([N:11]3[CH2:16][CH2:15][O:14][CH2:13][CH2:12]3)=[CH:10][C:4]=2[N:3]=1.[CH3:21][C:22]1[CH:29]=[CH:28][C:27]([CH3:30])=[CH:26][C:23]=1[CH2:24]Br.C(=O)([O-])[O-].[K+].[K+].[OH-].[Li+]. The product is [CH3:21][C:22]1[CH:29]=[CH:28][C:27]([CH3:30])=[CH:26][C:23]=1[CH2:24][N:3]1[C:4]2[CH:10]=[C:9]([N:11]3[CH2:16][CH2:15][O:14][CH2:13][CH2:12]3)[CH:8]=[C:7]([C:17]([OH:19])=[O:18])[C:5]=2[N:6]=[C:2]1[CH3:1]. (7) The reactants are C(OC(=O)C)C.Cl.C(OC([NH:15][C:16]1[CH:21]=[CH:20][CH:19]=[CH:18][C:17]=1[NH:22][C:23](=[O:55])[C:24]1[CH:29]=[CH:28][C:27]([CH2:30][N:31]([CH2:45][CH2:46][CH2:47][N:48]2[CH2:53][CH2:52][N:51]([CH3:54])[CH2:50][CH2:49]2)[C:32]([NH:34][C:35]2[CH:44]=[CH:43][C:38]3[O:39][CH2:40][CH2:41][O:42][C:37]=3[CH:36]=2)=[O:33])=[CH:26][CH:25]=1)=O)(C)(C)C.C(OCC)(=O)C.C(=O)([O-])O.[Na+]. The catalyst is CO. The product is [NH2:15][C:16]1[CH:21]=[CH:20][CH:19]=[CH:18][C:17]=1[NH:22][C:23](=[O:55])[C:24]1[CH:29]=[CH:28][C:27]([CH2:30][N:31]([CH2:45][CH2:46][CH2:47][N:48]2[CH2:53][CH2:52][N:51]([CH3:54])[CH2:50][CH2:49]2)[C:32]([NH:34][C:35]2[CH:44]=[CH:43][C:38]3[O:39][CH2:40][CH2:41][O:42][C:37]=3[CH:36]=2)=[O:33])=[CH:26][CH:25]=1. The yield is 0.820. (8) No catalyst specified. The yield is 0.750. The reactants are C(O[C:6]([N:8]1[CH2:13][CH2:12][CH:11]([C:14]2[C:23]3[C:18](=[CH:19][C:20]([O:24][CH2:25][CH2:26][CH2:27][O:28][S:29]([CH3:32])(=[O:31])=[O:30])=[CH:21][CH:22]=3)[N:17]=[CH:16][N:15]=2)[CH2:10][CH2:9]1)=[O:7])(C)(C)C.Cl.CO.[N+](C1C=CC(OC(=O)[NH:47][C:48]2[CH:53]=[CH:52][C:51]([O:54][CH:55]([CH3:57])[CH3:56])=[CH:50][CH:49]=2)=CC=1)([O-])=O. The product is [CH:55]([O:54][C:51]1[CH:52]=[CH:53][C:48]([NH:47][C:6]([N:8]2[CH2:13][CH2:12][CH:11]([C:14]3[C:23]4[C:18](=[CH:19][C:20]([O:24][CH2:25][CH2:26][CH2:27][O:28][S:29]([CH3:32])(=[O:31])=[O:30])=[CH:21][CH:22]=4)[N:17]=[CH:16][N:15]=3)[CH2:10][CH2:9]2)=[O:7])=[CH:49][CH:50]=1)([CH3:57])[CH3:56]. (9) The reactants are [F:1][C:2]([F:22])([C:11]1[CH:20]=[C:19]2[C:14]([C:15]([CH3:21])=[CH:16][CH:17]=[N:18]2)=[CH:13][CH:12]=1)C(C1C=CC=CC=1)=O.[OH-].[K+]. The catalyst is C1(C)C=CC=CC=1.O. The product is [F:22][CH:2]([F:1])[C:11]1[CH:20]=[C:19]2[C:14]([C:15]([CH3:21])=[CH:16][CH:17]=[N:18]2)=[CH:13][CH:12]=1. The yield is 0.800. (10) The reactants are [Cl:1][C:2]1[N:7]=[C:6](Cl)[CH:5]=[C:4]([C:9]2[CH:14]=[CH:13][CH:12]=[CH:11][CH:10]=2)[N:3]=1.CCN(C(C)C)C(C)C.Cl.[CH:25]1([NH2:29])[CH2:28][CH2:27][CH2:26]1. The yield is 0.306. The catalyst is CO. The product is [Cl:1][C:2]1[N:7]=[C:6]([NH:29][CH:25]2[CH2:28][CH2:27][CH2:26]2)[CH:5]=[C:4]([C:9]2[CH:14]=[CH:13][CH:12]=[CH:11][CH:10]=2)[N:3]=1.